Dataset: Human Reference Interactome with 51,813 positive PPI pairs across 8,248 proteins, plus equal number of experimentally-validated negative pairs. Task: Binary Classification. Given two protein amino acid sequences, predict whether they physically interact or not. Protein 1 (ENSG00000106688) has sequence MGKPARKGCEWKRFLKNNWVLLSTVAAVVLGITTGVLVREHSNLSTLEKFYFAFPGEILMRMLKLIILPLIISSMITGVAALDSNVSGKIGLRAVVYYFCTTLIAVILGIVLVVSIKPGVTQKVGEIARTGSTPEVSTVDAMLDLIRNMFPENLVQACFQQYKTKREEVKPPSDPEMNMTEESFTAVMTTAISKNKTKEYKIVGMYSDGINVLGLIVFCLVFGLVIGKMGEKGQILVDFFNALSDATMKIVQIIMCYMPLGILFLIAGKIIEVEDWEIFRKLGLYMATVLTGLAIHSIVI.... Protein 2 (ENSG00000185475) has sequence MALSWLQRVELALFAAAFLCGAVAAAAMTRTQGSFSGRCPLYGVATLNGSSLALSRPSAPSLCYFVAGASGLLALYCLLLLLFWIYSSCIEDSHRGAIGLRIALAISAIAVFLVLVSACILRFGTRSLCNSIISLNTTISCSEAQKIPWTPPGTALQFYSNLHNAETSSWVNLVLWCVVLVLQVVQWKSEATPYRPLERGDPEWSSETDALVGSRLSHS*XLFWIYSSCIEDSHRGAIGLRIALAISAIAVFLVLVSACILRFGTRSLCNSIISLNTTISCSEAQKIPWTPPGTALQFYS.... Result: 1 (the proteins interact).